Dataset: NCI-60 drug combinations with 297,098 pairs across 59 cell lines. Task: Regression. Given two drug SMILES strings and cell line genomic features, predict the synergy score measuring deviation from expected non-interaction effect. (1) Drug 1: C1=C(C(=O)NC(=O)N1)N(CCCl)CCCl. Drug 2: C1=CC=C(C=C1)NC(=O)CCCCCCC(=O)NO. Cell line: HCT116. Synergy scores: CSS=47.3, Synergy_ZIP=-6.00, Synergy_Bliss=-2.03, Synergy_Loewe=-5.67, Synergy_HSA=0.910. (2) Drug 1: CC1=C2C(C(=O)C3(C(CC4C(C3C(C(C2(C)C)(CC1OC(=O)C(C(C5=CC=CC=C5)NC(=O)OC(C)(C)C)O)O)OC(=O)C6=CC=CC=C6)(CO4)OC(=O)C)OC)C)OC. Drug 2: C(CC(=O)O)C(=O)CN.Cl. Cell line: K-562. Synergy scores: CSS=24.0, Synergy_ZIP=-2.68, Synergy_Bliss=-10.9, Synergy_Loewe=-49.4, Synergy_HSA=-9.81. (3) Drug 1: C1=CC=C(C(=C1)C(C2=CC=C(C=C2)Cl)C(Cl)Cl)Cl. Drug 2: CCN(CC)CCCC(C)NC1=C2C=C(C=CC2=NC3=C1C=CC(=C3)Cl)OC. Cell line: M14. Synergy scores: CSS=11.8, Synergy_ZIP=-2.02, Synergy_Bliss=2.03, Synergy_Loewe=-6.24, Synergy_HSA=0.989. (4) Drug 1: CCCCCOC(=O)NC1=NC(=O)N(C=C1F)C2C(C(C(O2)C)O)O. Drug 2: C1=CC=C(C=C1)NC(=O)CCCCCCC(=O)NO. Cell line: UO-31. Synergy scores: CSS=9.76, Synergy_ZIP=-3.72, Synergy_Bliss=-0.637, Synergy_Loewe=-6.89, Synergy_HSA=1.25. (5) Drug 1: CC1=C(C=C(C=C1)NC2=NC=CC(=N2)N(C)C3=CC4=NN(C(=C4C=C3)C)C)S(=O)(=O)N.Cl. Drug 2: C1=CC(=CC=C1CCCC(=O)O)N(CCCl)CCCl. Cell line: MCF7. Synergy scores: CSS=24.9, Synergy_ZIP=-0.916, Synergy_Bliss=1.03, Synergy_Loewe=-4.28, Synergy_HSA=-1.36. (6) Drug 1: CC1=C(C=C(C=C1)NC2=NC=CC(=N2)N(C)C3=CC4=NN(C(=C4C=C3)C)C)S(=O)(=O)N.Cl. Drug 2: C1CCC(C1)C(CC#N)N2C=C(C=N2)C3=C4C=CNC4=NC=N3. Cell line: HCT-15. Synergy scores: CSS=3.81, Synergy_ZIP=1.28, Synergy_Bliss=8.82, Synergy_Loewe=5.49, Synergy_HSA=6.04. (7) Drug 1: CCC1(CC2CC(C3=C(CCN(C2)C1)C4=CC=CC=C4N3)(C5=C(C=C6C(=C5)C78CCN9C7C(C=CC9)(C(C(C8N6C=O)(C(=O)OC)O)OC(=O)C)CC)OC)C(=O)OC)O.OS(=O)(=O)O. Drug 2: C1=CN(C=N1)CC(O)(P(=O)(O)O)P(=O)(O)O. Cell line: SK-MEL-5. Synergy scores: CSS=8.24, Synergy_ZIP=0.0752, Synergy_Bliss=-8.36, Synergy_Loewe=1.00, Synergy_HSA=-11.1.